This data is from CYP3A4 inhibition data for predicting drug metabolism from PubChem BioAssay. The task is: Regression/Classification. Given a drug SMILES string, predict its absorption, distribution, metabolism, or excretion properties. Task type varies by dataset: regression for continuous measurements (e.g., permeability, clearance, half-life) or binary classification for categorical outcomes (e.g., BBB penetration, CYP inhibition). Dataset: cyp3a4_veith. (1) The molecule is Clc1ccc(C=Nc2ccc3c(c2)Cc2ccccc2-3)c(Cl)c1. The result is 0 (non-inhibitor). (2) The drug is Nc1nc(Sc2ccc([N+](=O)[O-])c3nonc23)c2[nH]cnc2n1. The result is 0 (non-inhibitor). (3) The drug is O=S1(=O)N(CCN2CC=C(c3c[nH]c4cc(F)ccc34)CC2)c2cccc3c2N1CCC3. The result is 1 (inhibitor).